This data is from Forward reaction prediction with 1.9M reactions from USPTO patents (1976-2016). The task is: Predict the product of the given reaction. Given the reactants [CH3:1][O:2][C:3]1[CH:26]=[C:25]([O:27][CH3:28])[CH:24]=[CH:23][C:4]=1[CH2:5][N:6]1[CH2:14][C:13]2[C:8](=[CH:9][CH:10]=[C:11]([C:15]([N:17]3[CH2:22][CH2:21][O:20][CH2:19][CH2:18]3)=O)[CH:12]=2)[CH2:7]1.[H-].[Al+3].[Li+].[H-].[H-].[H-], predict the reaction product. The product is: [CH3:1][O:2][C:3]1[CH:26]=[C:25]([O:27][CH3:28])[CH:24]=[CH:23][C:4]=1[CH2:5][N:6]1[CH2:14][C:13]2[C:8](=[CH:9][CH:10]=[C:11]([CH2:15][N:17]3[CH2:22][CH2:21][O:20][CH2:19][CH2:18]3)[CH:12]=2)[CH2:7]1.